This data is from Drug-target binding data from BindingDB using Ki measurements. The task is: Regression. Given a target protein amino acid sequence and a drug SMILES string, predict the binding affinity score between them. We predict pKi (pKi = -log10(Ki in M); higher means stronger inhibition). Dataset: bindingdb_ki. The compound is CC(C)CN(Cc1ccc2c(c1)OCCCO2)C(=O)C1CN(Cc2ccc(N)cc2)CCO1. The target protein sequence is MPPAGINMASQNKNTSFAPDLNPSQDHISSLPFNFSYSDYDLPLDGDEDMTKTQTFFAAKIVIGVALAGIMLVCGIGNFVFIAALARYKKLRNLTNLLIANLAISDFLVAIVCCPFEMDYYVVRQLSWEHGHVLCASVNYLRTVSLYVSTNALLAIAIDRYLAIVHPLKPRMNYQTASFLIALVWMVSILIAIPSAYFTTETILDIVKNQEKIFCGQIWPVDQQLYYKSYFLFVFGLEFVGPVVAMTLCYARISQELWFKAVPGFQTEQIRKRLRCRRKTVLLLMGILTAYVLCWAPFYGFTIVRDFFPTVFVKEKHYLTAFYVVECIAMSNSMINTICFVTVKNNTMKYFKKMLLLHWQPSRYGSKSSADLDLKTSGVPATEEVDCIRLK. The pKi is 6.9.